This data is from NCI-60 drug combinations with 297,098 pairs across 59 cell lines. The task is: Regression. Given two drug SMILES strings and cell line genomic features, predict the synergy score measuring deviation from expected non-interaction effect. (1) Drug 1: CS(=O)(=O)C1=CC(=C(C=C1)C(=O)NC2=CC(=C(C=C2)Cl)C3=CC=CC=N3)Cl. Drug 2: CC1=C(C=C(C=C1)NC2=NC=CC(=N2)N(C)C3=CC4=NN(C(=C4C=C3)C)C)S(=O)(=O)N.Cl. Cell line: SN12C. Synergy scores: CSS=11.6, Synergy_ZIP=-1.000, Synergy_Bliss=3.46, Synergy_Loewe=3.21, Synergy_HSA=3.39. (2) Drug 1: CC1=CC=C(C=C1)C2=CC(=NN2C3=CC=C(C=C3)S(=O)(=O)N)C(F)(F)F. Drug 2: CC1=C(C(CCC1)(C)C)C=CC(=CC=CC(=CC(=O)O)C)C. Cell line: T-47D. Synergy scores: CSS=8.71, Synergy_ZIP=6.27, Synergy_Bliss=10.8, Synergy_Loewe=-4.58, Synergy_HSA=1.89. (3) Drug 1: CC1=CC=C(C=C1)C2=CC(=NN2C3=CC=C(C=C3)S(=O)(=O)N)C(F)(F)F. Drug 2: CC12CCC3C(C1CCC2O)C(CC4=C3C=CC(=C4)O)CCCCCCCCCS(=O)CCCC(C(F)(F)F)(F)F. Cell line: HL-60(TB). Synergy scores: CSS=13.1, Synergy_ZIP=-4.33, Synergy_Bliss=-7.61, Synergy_Loewe=-7.24, Synergy_HSA=-11.9. (4) Drug 1: COC1=NC(=NC2=C1N=CN2C3C(C(C(O3)CO)O)O)N. Drug 2: CC1C(C(CC(O1)OC2CC(CC3=C2C(=C4C(=C3O)C(=O)C5=CC=CC=C5C4=O)O)(C(=O)C)O)N)O. Cell line: TK-10. Synergy scores: CSS=50.3, Synergy_ZIP=1.02, Synergy_Bliss=2.09, Synergy_Loewe=-41.1, Synergy_HSA=2.99.